This data is from Reaction yield outcomes from USPTO patents with 853,638 reactions. The task is: Predict the reaction yield, written as a fraction of the theoretical maximum amount of product (1.0 means a 100% yield; for example, 0.34 means a 34% yield). The reactants are [C:1]([O:6][CH:7]([CH2:14][CH3:15])[C:8]([C:11]([OH:13])=[O:12])([F:10])[F:9])(=[O:5])[C:2]([CH3:4])=[CH2:3].[OH-].[Na+].[Br-].[C:19]1([S+:25]([C:32]2[CH:37]=[CH:36][CH:35]=[CH:34][CH:33]=2)[C:26]2[CH:31]=[CH:30][CH:29]=[CH:28][CH:27]=2)[CH:24]=[CH:23][CH:22]=[CH:21][CH:20]=1. The catalyst is C(Cl)(Cl)Cl. The product is [F:9][C:8]([F:10])([CH:7]([O:6][C:1](=[O:5])[C:2]([CH3:4])=[CH2:3])[CH2:14][CH3:15])[C:11]([O-:13])=[O:12].[C:32]1([S+:25]([C:19]2[CH:20]=[CH:21][CH:22]=[CH:23][CH:24]=2)[C:26]2[CH:31]=[CH:30][CH:29]=[CH:28][CH:27]=2)[CH:33]=[CH:34][CH:35]=[CH:36][CH:37]=1. The yield is 0.810.